From a dataset of Reaction yield outcomes from USPTO patents with 853,638 reactions. Predict the reaction yield, written as a fraction of the theoretical maximum amount of product (1.0 means a 100% yield; for example, 0.34 means a 34% yield). (1) The reactants are S(Cl)(Cl)=O.Cl.[C:6]1([NH:12][C@@H:13]2[CH2:18][CH2:17][C@H:16]([C:19]([OH:21])=[O:20])[CH2:15][CH2:14]2)[CH:11]=[CH:10][CH:9]=[CH:8][CH:7]=1.[CH3:22]O. No catalyst specified. The product is [C:6]1([NH:12][C@@H:13]2[CH2:14][CH2:15][C@H:16]([C:19]([O:21][CH3:22])=[O:20])[CH2:17][CH2:18]2)[CH:7]=[CH:8][CH:9]=[CH:10][CH:11]=1. The yield is 0.780. (2) The reactants are [N+:1]([C:4]1[C:5]([NH:13][C@H:14]2[CH2:19][CH2:18][C@H:17]([CH2:20][CH2:21][C:22]#[N:23])[CH2:16][CH2:15]2)=[C:6]2[S:12][CH:11]=[CH:10][C:7]2=[N:8][CH:9]=1)([O-])=O. The catalyst is [Pd].CO. The product is [NH2:1][C:4]1[C:5]([NH:13][C@H:14]2[CH2:15][CH2:16][C@H:17]([CH2:20][CH2:21][C:22]#[N:23])[CH2:18][CH2:19]2)=[C:6]2[S:12][CH:11]=[CH:10][C:7]2=[N:8][CH:9]=1. The yield is 0.840. (3) The yield is 0.570. The product is [O:11]1[CH:15]=[CH:14][CH:13]=[C:12]1[C:2]1[CH:7]=[C:6]([O:8][CH3:9])[CH:5]=[CH:4][C:3]=1[OH:10]. The reactants are Br[C:2]1[CH:7]=[C:6]([O:8][CH3:9])[CH:5]=[CH:4][C:3]=1[OH:10].[O:11]1[CH:15]=[CH:14][CH:13]=[C:12]1B(O)O.C(=O)([O-])[O-].[Na+].[Na+].O. The catalyst is COCCOC.C1C=CC(P(C2C=CC=CC=2)[C-]2C=CC=C2)=CC=1.C1C=CC(P(C2C=CC=CC=2)[C-]2C=CC=C2)=CC=1.Cl[Pd]Cl.[Fe+2]. (4) The reactants are [NH2:1][CH2:2][C@H:3]1[CH2:8][CH2:7][N:6]([C:9]([O:11][C:12]([CH3:15])([CH3:14])[CH3:13])=[O:10])[CH2:5][C@H:4]1[OH:16].[NH2:17][C:18]1[C:23]2[CH2:24][CH2:25][O:26][C:22]=2[C:21]([C:27](N2C=CN=C2)=[O:28])=[CH:20][C:19]=1[Cl:34]. The catalyst is C(#N)C. The product is [NH2:17][C:18]1[C:23]2[CH2:24][CH2:25][O:26][C:22]=2[C:21]([C:27]([NH:1][CH2:2][C@H:3]2[CH2:8][CH2:7][N:6]([C:9]([O:11][C:12]([CH3:13])([CH3:15])[CH3:14])=[O:10])[CH2:5][C@H:4]2[OH:16])=[O:28])=[CH:20][C:19]=1[Cl:34]. The yield is 0.780.